Predict which catalyst facilitates the given reaction. From a dataset of Catalyst prediction with 721,799 reactions and 888 catalyst types from USPTO. (1) Reactant: [CH2:1]([O:5][CH2:6][CH2:7][O:8][C:9]1[CH:14]=[CH:13][C:12]([C:15]2[CH:16]=[CH:17][C:18]3[N:24]([CH2:25][CH:26]([CH3:28])[CH3:27])[CH2:23][CH2:22][C:21]([C:29]([NH:31][C:32]4[CH:37]=[CH:36][C:35]([S:38][CH2:39][C:40]5[CH:45]=[C:44]([O:46][CH2:47][CH3:48])[CH:43]=[CH:42][N:41]=5)=[C:34]([CH3:49])[CH:33]=4)=[O:30])=[CH:20][C:19]=3[CH:50]=2)=[CH:11][CH:10]=1)[CH2:2][CH2:3][CH3:4].ClC1C=CC=C(C(OO)=[O:59])C=1.S([O-])([O-])(=O)=S.[Na+].[Na+]. Product: [CH2:1]([O:5][CH2:6][CH2:7][O:8][C:9]1[CH:10]=[CH:11][C:12]([C:15]2[CH:16]=[CH:17][C:18]3[N:24]([CH2:25][CH:26]([CH3:27])[CH3:28])[CH2:23][CH2:22][C:21]([C:29]([NH:31][C:32]4[CH:37]=[CH:36][C:35]([S:38]([CH2:39][C:40]5[CH:45]=[C:44]([O:46][CH2:47][CH3:48])[CH:43]=[CH:42][N:41]=5)=[O:59])=[C:34]([CH3:49])[CH:33]=4)=[O:30])=[CH:20][C:19]=3[CH:50]=2)=[CH:13][CH:14]=1)[CH2:2][CH2:3][CH3:4]. The catalyst class is: 2. (2) Reactant: S1C2C=CC(CCOCCCN3CC(O)C3)=CC=2C=C1.[S:21]1[C:25]2[CH:26]=[CH:27][C:28]([CH2:30][CH2:31][O:32][CH2:33][C:34]([N:36]3[CH2:40][CH2:39][CH:38]([NH:41]C(=O)[O-])[CH2:37]3)=O)=[CH:29][C:24]=2[CH:23]=[CH:22]1.Cl.[OH-].[Na+]. Product: [S:21]1[C:25]2[CH:26]=[CH:27][C:28]([CH2:30][CH2:31][O:32][CH2:33][CH2:34][N:36]3[CH2:40][CH2:39][CH:38]([NH2:41])[CH2:37]3)=[CH:29][C:24]=2[CH:23]=[CH:22]1. The catalyst class is: 355. (3) Reactant: [N+](C1C=CC([N:10]([C:14]2[CH:19]=[CH:18][C:17]([C:20]3[CH:25]=[CH:24][N:23]=[CH:22][CH:21]=3)=[CH:16][CH:15]=2)[C:11](=[O:13])[O-])=CC=1)([O-])=O.C(N(CC)C(C)C)(C)C.[NH2:35][C@@H:36]([C:39]1[CH:44]=[CH:43][CH:42]=[CH:41][CH:40]=1)[CH2:37][OH:38]. Product: [OH:38][CH2:37][C@@H:36]([NH:35][C:11]([NH:10][C:14]1[CH:15]=[CH:16][C:17]([C:20]2[CH:21]=[CH:22][N:23]=[CH:24][CH:25]=2)=[CH:18][CH:19]=1)=[O:13])[C:39]1[CH:44]=[CH:43][CH:42]=[CH:41][CH:40]=1. The catalyst class is: 4.